Predict the reactants needed to synthesize the given product. From a dataset of Retrosynthesis with 50K atom-mapped reactions and 10 reaction types from USPTO. (1) Given the product O=C(N/N=C/c1ccccc1C(F)(F)F)c1ccc2ccccc2c1, predict the reactants needed to synthesize it. The reactants are: NNC(=O)c1ccc2ccccc2c1.O=Cc1ccccc1C(F)(F)F. (2) Given the product COc1cc2c(c3c1OC(C)(C)C3)C(c1cccc(C(=O)N[C@H]3CNC3=O)c1)=NC(C)(C)C2, predict the reactants needed to synthesize it. The reactants are: COc1cc2c(c3c1OC(C)(C)C3)C(c1cccc(C(=O)O)c1)=NC(C)(C)C2.N[C@H]1CNC1=O.